Dataset: Experimentally validated miRNA-target interactions with 360,000+ pairs, plus equal number of negative samples. Task: Binary Classification. Given a miRNA mature sequence and a target amino acid sequence, predict their likelihood of interaction. (1) The miRNA is mmu-miR-122-5p with sequence UGGAGUGUGACAAUGGUGUUUG. The protein sequence of the target gene is MDGRDFGPQRSVHGPPPPLLSGLAMDSHRVGAATAGRLPSSGLPGPPPPGKYMAGLNLHPHPGFSHLPSGLYPSYLHLNHLDPPSSGSPLLSQLGQPSIFDTQKDGFYLPAPGTLHAHTPSSRTPSGHSSGGPAKGSSREGTGKDRAGRGGDPPPLFGKKDPRAREEVSGPRGVVDLTQEARAEGRQDRGSSRLAERLSPFLAEVKAKGALQPSALSLCNGVVDAGLVAELGRGGAKEVARQEENARLLRRAEALLPAARPCGSPLPPPPPLPPKGPPAPPSSTPAGVYTVFREPGREHR.... Result: 0 (no interaction). (2) The miRNA is hsa-miR-335-5p with sequence UCAAGAGCAAUAACGAAAAAUGU. The protein sequence of the target gene is MAEAGLRGWLLWALLLRLAQSEPYTTIHQPGYCAFYDECGKNPELSGSLMTLSNVSCLSNTPARKITGDHLILLQKICPRLYTGPNTQACCSAKQLVSLEASLSITKALLTRCPACSDNFVNLHCHNTCSPNQSLFINVTRVAQLGAGQLPAVVAYEAFYQHSFAEQSYDSCSRVRVPAAATLAVGTMCGVYGSALCNAQRWLNFQGDTGNGLAPLDITFHLLEPGQAVGSGIQPLNEGVARCNESQGDDVATCSCQDCAASCPAIARPQALDSTFYLGQMPGSLVLIIILCSVFAVVTI.... Result: 1 (interaction). (3) The miRNA is hsa-miR-6739-3p with sequence AUUGUUCUGUCUUUCUCCCAG. The protein sequence of the target gene is MSQPGIPASGGAPASLQAQNGAALASGSPYTNGPVQNALLSSQESVSQGYNFQLPGSYPHPIPAKTLNPVSGQSNYGGSQGSGQTLNRPPVASNPVTPSLHSGPAPRMPLPASQNPATTPMPSSSFLPEANLPPPLNWQYNYPSTASQTNHCPRASSQPTVSGNTSLTTNHQYVSSGYPSLQNSFIKSGPSVPPLVNPPLPTTFQPGAPHGPPPAGGPPPVRALTPLTSSYRDVPQPLFNSAVNQEGITSNTNNGSMVVHSSYDEIEGGGLLATPQLTNKNPKMSRSVGYSYPSLPPGYQ.... Result: 1 (interaction).